The task is: Predict the product of the given reaction.. This data is from Forward reaction prediction with 1.9M reactions from USPTO patents (1976-2016). (1) Given the reactants C1(C(C2C=CC=CC=2)([C@@H]2CCCN2)O)C=CC=CC=1.B.[F:21][C:22]1[CH:27]=[CH:26][C:25]([C:28]2[C:29]([C:43](=O)[C:44]3[CH:49]=[CH:48][C:47]([O:50][CH2:51][CH2:52][N:53]4[CH2:58][CH2:57][CH2:56][CH2:55][CH2:54]4)=[CH:46][CH:45]=3)=[C:30]3[C:35](=[CH:36][CH:37]=2)[CH:34]=[C:33]([O:38][S:39]([CH3:42])(=[O:41])=[O:40])[CH:32]=[CH:31]3)=[C:24]([S:60]C)[CH:23]=1.C(CN)O.[Cl-].[NH4+].C(N(CC)CC)C.CS(Cl)(=O)=O.C(=O)(O)[O-].[Na+], predict the reaction product. The product is: [F:21][C:22]1[CH:23]=[C:24]2[C:25](=[CH:26][CH:27]=1)[C:28]1[C:29](=[C:30]3[C:35](=[CH:36][CH:37]=1)[CH:34]=[C:33]([O:38][S:39]([CH3:42])(=[O:40])=[O:41])[CH:32]=[CH:31]3)[CH:43]([C:44]1[CH:45]=[CH:46][C:47]([O:50][CH2:51][CH2:52][N:53]3[CH2:58][CH2:57][CH2:56][CH2:55][CH2:54]3)=[CH:48][CH:49]=1)[S:60]2. (2) Given the reactants [N:1]1[C:8](Cl)=[N:7][C:5](Cl)=[N:4][C:2]=1[Cl:3].[F:10][C:11]1[CH:17]=[CH:16][C:14]([NH2:15])=[CH:13][CH:12]=1, predict the reaction product. The product is: [Cl:3][C:2]1[N:1]=[C:8]([NH:15][C:14]2[CH:16]=[CH:17][C:11]([F:10])=[CH:12][CH:13]=2)[N:7]=[C:5]([NH:15][C:14]2[CH:16]=[CH:17][C:11]([F:10])=[CH:12][CH:13]=2)[N:4]=1.